This data is from Forward reaction prediction with 1.9M reactions from USPTO patents (1976-2016). The task is: Predict the product of the given reaction. Given the reactants [F:1][C:2]([F:42])([F:41])[C:3]1[CH:4]=[C:5]([C@@H:13]([N:15]([CH3:40])[C:16]([N:18]2[CH2:31][CH2:30][C@:21]3([NH:25][C@H:24]([C:26]([O:28]C)=O)[CH2:23][CH2:22]3)[CH2:20][C@@H:19]2[C:32]2[CH:37]=[CH:36][C:35]([F:38])=[CH:34][C:33]=2[CH3:39])=[O:17])[CH3:14])[CH:6]=[C:7]([C:9]([F:12])([F:11])[F:10])[CH:8]=1.[NH3:43], predict the reaction product. The product is: [F:10][C:9]([F:12])([F:11])[C:7]1[CH:6]=[C:5]([C@@H:13]([N:15]([CH3:40])[C:16]([N:18]2[CH2:31][CH2:30][C@:21]3([NH:25][C@H:24]([C:26]([NH2:43])=[O:28])[CH2:23][CH2:22]3)[CH2:20][C@@H:19]2[C:32]2[CH:37]=[CH:36][C:35]([F:38])=[CH:34][C:33]=2[CH3:39])=[O:17])[CH3:14])[CH:4]=[C:3]([C:2]([F:1])([F:41])[F:42])[CH:8]=1.